Task: Regression. Given two drug SMILES strings and cell line genomic features, predict the synergy score measuring deviation from expected non-interaction effect.. Dataset: NCI-60 drug combinations with 297,098 pairs across 59 cell lines Drug 1: C1=CC=C(C=C1)NC(=O)CCCCCCC(=O)NO. Drug 2: CC1=C(C(=CC=C1)Cl)NC(=O)C2=CN=C(S2)NC3=CC(=NC(=N3)C)N4CCN(CC4)CCO. Cell line: MDA-MB-435. Synergy scores: CSS=5.32, Synergy_ZIP=-2.05, Synergy_Bliss=0.145, Synergy_Loewe=-1.29, Synergy_HSA=-0.534.